The task is: Predict the reactants needed to synthesize the given product.. This data is from Full USPTO retrosynthesis dataset with 1.9M reactions from patents (1976-2016). (1) The reactants are: C([O-])([O-])=O.[K+].[K+].[N:18]1[CH:19]=[CH:20][CH:21]=[CH:22][C:17]=1C(=O)CC([C:17]1[CH:22]=[CH:21][CH:20]=[CH:19][N:18]=1)=O.[Cl:24][C:25]1[CH:26]=[C:27]([C:33]2[CH:37]=[CH:36][N:35]([CH2:38][C@@H:39]([NH:41][C:42]([C:44]3[N:45]=[C:46]([CH3:49])[NH:47][CH:48]=3)=[O:43])[CH3:40])[N:34]=2)[CH:28]=[CH:29][C:30]=1[C:31]#[N:32].BrC1C=NC=CC=1. Given the product [Cl:24][C:25]1[CH:26]=[C:27]([C:33]2[CH:37]=[CH:36][N:35]([CH2:38][C@@H:39]([NH:41][C:42]([C:44]3[N:45]=[C:46]([CH3:49])[N:47]([C:20]4[CH:19]=[N:18][CH:17]=[CH:22][CH:21]=4)[CH:48]=3)=[O:43])[CH3:40])[N:34]=2)[CH:28]=[CH:29][C:30]=1[C:31]#[N:32], predict the reactants needed to synthesize it. (2) Given the product [CH3:1][O:2][C:3]([C:5]1[CH:10]=[C:9]([N:14]2[CH2:15][CH2:16][C:17]3[C:22](=[CH:21][CH:20]=[CH:19][CH:18]=3)[CH2:13]2)[N:8]=[C:7]([Cl:12])[N:6]=1)=[O:4], predict the reactants needed to synthesize it. The reactants are: [CH3:1][O:2][C:3]([C:5]1[CH:10]=[C:9](Cl)[N:8]=[C:7]([Cl:12])[N:6]=1)=[O:4].[CH2:13]1[C:22]2[C:17](=[CH:18][CH:19]=[CH:20][CH:21]=2)[CH2:16][CH2:15][NH:14]1. (3) Given the product [OH:17][C:14]1[CH:15]=[CH:16][C:11]([C:8]2[O:9][C:10]3[C:2]([O:25][CH3:24])=[CH:3][C:4]([OH:18])=[CH:5][C:6]=3[CH:7]=2)=[CH:12][CH:13]=1, predict the reactants needed to synthesize it. The reactants are: Br[C:2]1[C:10]2[O:9][C:8]([C:11]3[CH:16]=[CH:15][C:14]([OH:17])=[CH:13][CH:12]=3)=[CH:7][C:6]=2[CH:5]=[C:4]([OH:18])[CH:3]=1.C[O-].[Na+].Cl.C[CH2:24][O:25]C(C)=O. (4) The reactants are: F[C:2]1[N:7]=[CH:6][C:5]([C:8]2([OH:35])[CH2:13][CH2:12][CH:11]([N:14]3[CH2:17][CH:16]([NH:18][C:19]([CH2:21][NH:22][C:23](=[O:34])[C:24]4[CH:29]=[CH:28][CH:27]=[C:26]([C:30]([F:33])([F:32])[F:31])[CH:25]=4)=[O:20])[CH2:15]3)[CH2:10][CH2:9]2)=[CH:4][CH:3]=1.[C-:36]#[N:37].[K+].C1OCCOCCOCCOCCOCCOC1. Given the product [C:36]([C:2]1[N:7]=[CH:6][C:5]([C:8]2([OH:35])[CH2:13][CH2:12][CH:11]([N:14]3[CH2:17][CH:16]([NH:18][C:19]([CH2:21][NH:22][C:23](=[O:34])[C:24]4[CH:29]=[CH:28][CH:27]=[C:26]([C:30]([F:31])([F:33])[F:32])[CH:25]=4)=[O:20])[CH2:15]3)[CH2:10][CH2:9]2)=[CH:4][CH:3]=1)#[N:37], predict the reactants needed to synthesize it. (5) The reactants are: [S:1]1[C:9]2[CH:8]=[CH:7][N:6]=[CH:5][C:4]=2[CH:3]=[C:2]1[C:10]([OH:12])=O.CCN(CC)CC.CN([C:23]([O:27][N:28]1N=NC2C=CC=N[C:29]1=2)=[N+](C)C)C.F[P-](F)(F)(F)(F)F.Cl.CNOC. Given the product [CH3:23][O:27][N:28]([CH3:29])[C:10]([C:2]1[S:1][C:9]2[CH:8]=[CH:7][N:6]=[CH:5][C:4]=2[CH:3]=1)=[O:12], predict the reactants needed to synthesize it.